From a dataset of Full USPTO retrosynthesis dataset with 1.9M reactions from patents (1976-2016). Predict the reactants needed to synthesize the given product. (1) Given the product [CH3:19][C:15]1([CH3:20])[CH2:14][CH2:13][C:12]2[C:11]([CH3:21])=[N:10][C:9]3[S:8][C:7]4[C:6](=[N:5][CH:4]=[N:3][C:2]=4[NH:30][CH2:29][CH2:28][N:22]4[CH2:27][CH2:26][O:25][CH2:24][CH2:23]4)[C:18]=3[C:17]=2[CH2:16]1, predict the reactants needed to synthesize it. The reactants are: Cl[C:2]1[C:7]2[S:8][C:9]3[N:10]=[C:11]([CH3:21])[C:12]4[CH2:13][CH2:14][C:15]([CH3:20])([CH3:19])[CH2:16][C:17]=4[C:18]=3[C:6]=2[N:5]=[CH:4][N:3]=1.[N:22]1([CH2:28][CH2:29][NH2:30])[CH2:27][CH2:26][O:25][CH2:24][CH2:23]1. (2) Given the product [NH2:42][C:43]1[CH:48]=[C:47]([C:49]([O:51][CH3:52])=[O:50])[CH:46]=[CH:45][C:44]=1[C:27]1[CH:26]=[CH:25][C:24]([O:30][CH3:31])=[C:23]([C:14]2[CH:15]=[CH:16][C:17]([C:19]([F:21])([F:20])[F:22])=[CH:18][C:13]=2[C@H:10]2[O:9][C:8](=[O:32])[N:7]([CH2:6][C:5]3[CH:4]=[C:3]([C:2]([F:41])([F:40])[F:1])[CH:35]=[C:34]([C:36]([F:38])([F:39])[F:37])[CH:33]=3)[C@@H:11]2[CH3:12])[CH:28]=1, predict the reactants needed to synthesize it. The reactants are: [F:1][C:2]([F:41])([F:40])[C:3]1[CH:4]=[C:5]([CH:33]=[C:34]([C:36]([F:39])([F:38])[F:37])[CH:35]=1)[CH2:6][N:7]1[C@H:11]([CH3:12])[C@@H:10]([C:13]2[CH:18]=[C:17]([C:19]([F:22])([F:21])[F:20])[CH:16]=[CH:15][C:14]=2[C:23]2[CH:28]=[C:27](Br)[CH:26]=[CH:25][C:24]=2[O:30][CH3:31])[O:9][C:8]1=[O:32].[NH2:42][C:43]1[CH:48]=[C:47]([C:49]([O:51][CH3:52])=[O:50])[CH:46]=[CH:45][C:44]=1B(O)O.C(=O)([O-])[O-].[K+].[K+].C(O)C. (3) The reactants are: [Cl-].[Li+].C([Mg+])(C)C.[Cl-].[C:8](=[O:10])=O.C(#N)C.[Br:14][C:15]1[CH:22]=[C:21]([F:23])[C:20](Br)=[CH:19][C:16]=1[C:17]#[N:18].CN(C)C=O. Given the product [Br:14][C:15]1[CH:22]=[C:21]([F:23])[C:20]([CH:8]=[O:10])=[CH:19][C:16]=1[C:17]#[N:18], predict the reactants needed to synthesize it. (4) The reactants are: [NH2:1][C:2]1[C:7]([C:8]2[CH:26]=[CH:25][C:11]([C:12]([NH:14][C@@H:15]([C:18]3[CH:23]=[CH:22][CH:21]=[C:20]([Cl:24])[CH:19]=3)[CH2:16][OH:17])=[O:13])=[C:10]([F:27])[CH:9]=2)=[CH:6][C:5]([C@H:28]2[CH2:32][C@@H:31]([CH2:33][OH:34])[NH:30][CH2:29]2)=[CH:4][N:3]=1.C(=O)([O-])[O-].[Cs+].[Cs+].[N:41]#[C:42]Br. Given the product [NH2:1][C:2]1[C:7]([C:8]2[CH:26]=[CH:25][C:11]([C:12]([NH:14][C@@H:15]([C:18]3[CH:23]=[CH:22][CH:21]=[C:20]([Cl:24])[CH:19]=3)[CH2:16][OH:17])=[O:13])=[C:10]([F:27])[CH:9]=2)=[CH:6][C:5]([C@@H:28]2[CH2:29][N:30]3[C:42](=[NH:41])[O:34][CH2:33][C@@H:31]3[CH2:32]2)=[CH:4][N:3]=1, predict the reactants needed to synthesize it. (5) Given the product [NH2:1][C:2]1[C:3]([C:8]([NH:10][C@H:11]([C:13]2[N:14]([C:25]3[CH:30]=[CH:29][CH:28]=[CH:27][CH:26]=3)[C:15](=[O:24])[C:16]3[C:21]([CH:22]=2)=[CH:20][CH:19]=[CH:18][C:17]=3[C:35]2[CH:34]=[N:33][N:32]([CH3:31])[CH:36]=2)[CH3:12])=[O:9])=[N:4][CH:5]=[CH:6][N:7]=1, predict the reactants needed to synthesize it. The reactants are: [NH2:1][C:2]1[C:3]([C:8]([NH:10][C@H:11]([C:13]2[N:14]([C:25]3[CH:30]=[CH:29][CH:28]=[CH:27][CH:26]=3)[C:15](=[O:24])[C:16]3[C:21]([CH:22]=2)=[CH:20][CH:19]=[CH:18][C:17]=3Cl)[CH3:12])=[O:9])=[N:4][CH:5]=[CH:6][N:7]=1.[CH3:31][N:32]1[CH:36]=[C:35](B(O)O)[CH:34]=[N:33]1.C([O-])([O-])=O.[Na+].[Na+].